This data is from Reaction yield outcomes from USPTO patents with 853,638 reactions. The task is: Predict the reaction yield, written as a fraction of the theoretical maximum amount of product (1.0 means a 100% yield; for example, 0.34 means a 34% yield). (1) The reactants are [CH3:1][C:2]1[C:3]([CH2:8][N:9]([CH2:16][C:17]2[C:22]([CH3:23])=[CH:21][CH:20]=[CH:19][N:18]=2)[CH:10]2[CH2:15][CH2:14][NH:13][CH2:12][CH2:11]2)=[N:4][CH:5]=[CH:6][CH:7]=1.[C:24]1([N:30]=[C:31]=[O:32])[CH:29]=[CH:28][CH:27]=[CH:26][CH:25]=1. The catalyst is C(Cl)Cl. The product is [C:24]1([NH:30][C:31]([N:13]2[CH2:14][CH2:15][CH:10]([N:9]([CH2:16][C:17]3[C:22]([CH3:23])=[CH:21][CH:20]=[CH:19][N:18]=3)[CH2:8][C:3]3[C:2]([CH3:1])=[CH:7][CH:6]=[CH:5][N:4]=3)[CH2:11][CH2:12]2)=[O:32])[CH:29]=[CH:28][CH:27]=[CH:26][CH:25]=1. The yield is 0.840. (2) The product is [O:14]=[C:13]([N:15]1[CH2:16][CH2:17][N:18]([C:21](=[O:32])[C:22]2[CH:27]=[CH:26][CH:25]=[CH:24][C:23]=2[C:28]([F:31])([F:29])[F:30])[CH2:19][CH2:20]1)[CH2:12][NH:11][C:63]([C:56]1[C:57]2[C:62](=[CH:61][CH:60]=[CH:59][CH:58]=2)[NH:54][CH:55]=1)=[O:64]. The yield is 0.123. The reactants are CCN(C(C)C)C(C)C.Cl.[NH2:11][CH2:12][C:13]([N:15]1[CH2:20][CH2:19][N:18]([C:21](=[O:32])[C:22]2[CH:27]=[CH:26][CH:25]=[CH:24][C:23]=2[C:28]([F:31])([F:30])[F:29])[CH2:17][CH2:16]1)=[O:14].C1C=CC2N(O)N=NC=2C=1.CCN=C=NCCCN(C)C.[NH:54]1[C:62]2[C:57](=[CH:58][CH:59]=[CH:60][CH:61]=2)[C:56]([C:63](O)=[O:64])=[CH:55]1. The catalyst is CN(C=O)C.O.